From a dataset of Reaction yield outcomes from USPTO patents with 853,638 reactions. Predict the reaction yield, written as a fraction of the theoretical maximum amount of product (1.0 means a 100% yield; for example, 0.34 means a 34% yield). (1) The reactants are [F:1][C:2]1[CH:7]=[CH:6][C:5]([C:8]#[CH:9])=[CH:4][CH:3]=1.C([Li])CCC.Cl[C:16]([O:18][CH3:19])=[O:17].O. The catalyst is O1CCCC1. The product is [F:1][C:2]1[CH:7]=[CH:6][C:5]([C:8]#[C:9][C:16]([O:18][CH3:19])=[O:17])=[CH:4][CH:3]=1. The yield is 0.660. (2) The reactants are [CH3:1][O:2][C:3]1[CH:4]=[C:5]([C:11]([C:13]2[CH:18]=[C:17]([O:19][CH3:20])[C:16]([O:21][CH3:22])=[C:15]([O:23][CH3:24])[CH:14]=2)=O)[CH:6]=[C:7]([O:9][CH3:10])[CH:8]=1.C(OP([CH2:33][C:34]#[N:35])(=O)OCC)C.C[Si]([N-][Si](C)(C)C)(C)C.[K+].O1C2C=CC(C(C3C=C(OC)C=C(OC)C=3)=CC#N)=CC=2OCC1. The catalyst is C1COCC1. The product is [CH3:1][O:2][C:3]1[CH:4]=[C:5]([C:11]([C:13]2[CH:18]=[C:17]([O:19][CH3:20])[C:16]([O:21][CH3:22])=[C:15]([O:23][CH3:24])[CH:14]=2)=[CH:33][C:34]#[N:35])[CH:6]=[C:7]([O:9][CH3:10])[CH:8]=1. The yield is 0.810. (3) The reactants are [Cl:1][C:2]1[C:7]([N+:8]([O-:10])=[O:9])=[CH:6][CH:5]=[C:4]([Cl:11])[C:3]=1[S:12](Cl)(=[O:14])=[O:13].[CH3:16][S:17][CH2:18][CH2:19][CH2:20][NH2:21].C(N(CC)CC)C. No catalyst specified. The product is [CH3:16][S:17][CH2:18][CH2:19][CH2:20][NH:21][S:12]([C:3]1[C:4]([Cl:11])=[CH:5][CH:6]=[C:7]([N+:8]([O-:10])=[O:9])[C:2]=1[Cl:1])(=[O:14])=[O:13]. The yield is 0.820. (4) The reactants are [OH:1][C@@H:2]1[CH2:6][CH2:5][NH:4][CH2:3]1.C(N(CC)CC)C.Cl[C:15]([O:17][CH2:18][C:19]1[CH:24]=[CH:23][CH:22]=[CH:21][CH:20]=1)=[O:16]. The catalyst is C(Cl)Cl. The product is [OH:1][C@@H:2]1[CH2:6][CH2:5][N:4]([C:15]([O:17][CH2:18][C:19]2[CH:24]=[CH:23][CH:22]=[CH:21][CH:20]=2)=[O:16])[CH2:3]1. The yield is 0.620. (5) The reactants are [OH-].[Na+].[CH2:3]([C:5]1[C:10](=[O:11])[N:9]2[N:12]=[CH:13][C:14]([C:15]#[N:16])=[C:8]2[NH:7][C:6]=1[CH3:17])[CH3:4].[Br:18][CH2:19][CH2:20]Br. The catalyst is O.C(Cl)(Cl)Cl.CC#N. The product is [Br:18][CH2:19][CH2:20][N:7]1[C:6]([CH3:17])=[C:5]([CH2:3][CH3:4])[C:10](=[O:11])[N:9]2[N:12]=[CH:13][C:14]([C:15]#[N:16])=[C:8]12. The yield is 0.400. (6) The reactants are C([O:8][C:9]1[CH:14]=[CH:13][C:12]([C:15]2[C:23]3[C:18](=[N:19][CH:20]=[N:21][C:22]=3[NH2:24])[N:17]([C@H:25]3[CH2:30][CH2:29][C@@H:28]([N:31]4[CH2:36][CH2:35][N:34]([CH3:37])[CH2:33][CH2:32]4)[CH2:27][CH2:26]3)[N:16]=2)=[CH:11][CH:10]=1)C1C=CC=CC=1.C([O-])=O.[NH4+]. The catalyst is C(O)C.[Pd]. The product is [NH2:24][C:22]1[N:21]=[CH:20][N:19]=[C:18]2[N:17]([C@H:25]3[CH2:30][CH2:29][C@@H:28]([N:31]4[CH2:32][CH2:33][N:34]([CH3:37])[CH2:35][CH2:36]4)[CH2:27][CH2:26]3)[N:16]=[C:15]([C:12]3[CH:13]=[CH:14][C:9]([OH:8])=[CH:10][CH:11]=3)[C:23]=12. The yield is 0.990. (7) The reactants are [CH3:1][O:2][C:3]1[CH:8]=[CH:7][C:6]([C:9]2[S:13][C:12]([C:14]([OH:16])=O)=[C:11]([NH:17][C:18]([NH:20][C:21]3[C:26]([CH3:27])=[CH:25][C:24]([CH3:28])=[CH:23][C:22]=3[CH3:29])=[O:19])[CH:10]=2)=[CH:5][CH:4]=1.CN(C(ON1N=NC2C=CC=NC1=2)=[N+](C)C)C.F[P-](F)(F)(F)(F)F.CCN(C(C)C)C(C)C.Cl.[NH2:64][C@H:65]([C:70]([O:72][CH3:73])=[O:71])[CH2:66][CH2:67][CH2:68][CH3:69]. The catalyst is CN(C=O)C. The product is [CH3:1][O:2][C:3]1[CH:4]=[CH:5][C:6]([C:9]2[S:13][C:12]([C:14]([NH:64][C@H:65]([C:70]([O:72][CH3:73])=[O:71])[CH2:66][CH2:67][CH2:68][CH3:69])=[O:16])=[C:11]([NH:17][C:18]([NH:20][C:21]3[C:22]([CH3:29])=[CH:23][C:24]([CH3:28])=[CH:25][C:26]=3[CH3:27])=[O:19])[CH:10]=2)=[CH:7][CH:8]=1. The yield is 0.990.